From a dataset of Catalyst prediction with 721,799 reactions and 888 catalyst types from USPTO. Predict which catalyst facilitates the given reaction. (1) Reactant: CN([C:4]([O:8]N1N=NC2C=CC=NC1=2)=[N+:5](C)C)C.F[P-](F)(F)(F)(F)F.[C:25]([OH:31])([C:27]([F:30])([F:29])[F:28])=[O:26].[NH:32]1[CH2:36][CH2:35][CH2:34][C@H:33]1[C:37]1[NH:41][C:40]2[CH:42]=[C:43]([C:46]3[CH:55]=[CH:54][C:53]4[C:48](=[CH:49][CH:50]=[C:51]([C:56]5[NH:60][C:59]([C@@H:61]6[CH2:65][CH2:64][CH2:63][NH:62]6)=[N:58][CH:57]=5)[CH:52]=4)[CH:47]=3)[CH:44]=[CH:45][C:39]=2[N:38]=1.C(N([CH:72]([CH3:74])[CH3:73])CC)(C)C.[CH3:75][O:76][C:77]([NH:79][C@@H:80]([CH:84]([CH3:86])[CH3:85])[C:81](O)=[O:82])=[O:78].[CH3:87][OH:88]. Product: [C:25]([OH:31])([C:27]([F:30])([F:29])[F:28])=[O:26].[CH3:87][O:88][C:4](=[O:8])[NH:5][C@H:27]([C:25]([N:62]1[CH2:63][CH2:64][CH2:65][C@H:61]1[C:59]1[NH:58][CH:57]=[C:56]([C:51]2[CH:50]=[CH:49][C:48]3[C:53](=[CH:54][CH:55]=[C:46]([C:43]4[CH:44]=[CH:45][C:39]5[NH:38][C:37]([C@@H:33]6[CH2:34][CH2:35][CH2:36][N:32]6[C:81](=[O:82])[C@@H:80]([NH:79][C:77]([O:76][CH3:75])=[O:78])[CH:84]([CH3:86])[CH3:85])=[N:41][C:40]=5[CH:42]=4)[CH:47]=3)[CH:52]=2)[N:60]=1)=[O:26])[CH:72]([CH3:73])[CH3:74]. The catalyst class is: 18. (2) Reactant: [N+:1]([C:4]1[CH:12]=[C:11]2[C:7]([CH2:8][CH2:9][CH:10]2[N:13]([CH2:15][C:16]#[CH:17])[CH3:14])=[CH:6][CH:5]=1)([O-])=O.C(N(CC)CC)C. Product: [CH3:14][N:13]([CH2:15][C:16]#[CH:17])[CH:10]1[C:11]2[C:7](=[CH:6][CH:5]=[C:4]([NH2:1])[CH:12]=2)[CH2:8][CH2:9]1. The catalyst class is: 14. (3) Reactant: Br[C:2]1[CH:10]=[C:9]2[C:5]([C:6]([C:22]#[N:23])=[C:7]([C:13]3[CH:18]=[CH:17][C:16]([O:19][CH2:20][CH3:21])=[CH:15][CH:14]=3)[N:8]2[CH2:11][CH3:12])=[CH:4][CH:3]=1.BrC1C=C2C(C=CN2)=CC=1.C([O-])([O-])=O.[K+].[K+].[C:40](=[O:47])([O:42][C:43]([CH3:46])([CH3:45])[CH3:44])[NH2:41].CNC1CCCCC1NC. Product: [C:43]([O:42][C:40](=[O:47])[NH:41][C:2]1[CH:10]=[C:9]2[C:5]([C:6]([C:22]#[N:23])=[C:7]([C:13]3[CH:18]=[CH:17][C:16]([O:19][CH2:20][CH3:21])=[CH:15][CH:14]=3)[N:8]2[CH2:11][CH3:12])=[CH:4][CH:3]=1)([CH3:46])([CH3:45])[CH3:44]. The catalyst class is: 509. (4) Reactant: P(Cl)(Cl)(Cl)(Cl)Cl.[C:7]([CH2:9][C:10](O)=[O:11])#[N:8].[CH2:13]([O:15][C:16]([C:18]1[C:22]([C:23]2[CH:28]=[C:27]([CH3:29])[CH:26]=[C:25]([CH3:30])[CH:24]=2)=[CH:21][S:20][C:19]=1[NH2:31])=[O:17])[CH3:14]. Product: [CH2:13]([O:15][C:16]([C:18]1[C:22]([C:23]2[CH:24]=[C:25]([CH3:30])[CH:26]=[C:27]([CH3:29])[CH:28]=2)=[CH:21][S:20][C:19]=1[NH:31][C:10](=[O:11])[CH2:9][C:7]#[N:8])=[O:17])[CH3:14]. The catalyst class is: 59. (5) Reactant: Cl[C:2]1[CH:7]=[CH:6][C:5]([N+:8]([O-:10])=[O:9])=[CH:4][N:3]=1.[CH3:11][C:12]1[CH:17]=[CH:16][N:15]=[C:14]([CH2:18][NH2:19])[CH:13]=1.C(N(CC)CC)C. Product: [CH3:11][C:12]1[CH:17]=[CH:16][N:15]=[C:14]([CH2:18][NH:19][C:2]2[CH:7]=[CH:6][C:5]([N+:8]([O-:10])=[O:9])=[CH:4][N:3]=2)[CH:13]=1. The catalyst class is: 54. (6) Reactant: [C:1](Cl)(=[O:4])[CH2:2][CH3:3].[Cl:6][C:7]1[C:8]([O:30][CH3:31])=[N:9][C:10]([C:13]([C:20]2[CH:25]=[CH:24][C:23]([S:26][CH:27]3[CH2:29][CH2:28]3)=[CH:22][CH:21]=2)=[CH:14][C@H:15]2[CH2:19][CH2:18][NH:17][CH2:16]2)=[CH:11][CH:12]=1.C(N(CC)CC)C.O. Product: [Cl:6][C:7]1[CH:12]=[CH:11][C:10]([C:13]([C:20]2[CH:21]=[CH:22][C:23]([S:26][CH:27]3[CH2:28][CH2:29]3)=[CH:24][CH:25]=2)=[CH:14][C@H:15]2[CH2:19][CH2:18][N:17]([C:1](=[O:4])[CH2:2][CH3:3])[CH2:16]2)=[N:9][C:8]=1[O:30][CH3:31]. The catalyst class is: 7. (7) Reactant: [OH:1][C:2]1[CH:19]=[C:18]2[C:5]([C@@:6]3([CH3:25])[C@H:15]([CH2:16][S:17]2(=[O:21])=[O:20])[C@:14]2([CH3:22])[C@H:9]([C:10]([CH3:24])([CH3:23])[CH2:11][CH2:12][CH2:13]2)[CH2:8][CH2:7]3)=[C:4]([C:26]([OH:28])=O)[CH:3]=1.CN(C(ON1N=NC2C=CC=NC1=2)=[N+](C)C)C.F[P-](F)(F)(F)(F)F.CN1CCOCC1.[C:60]([N:67]1[CH2:72][CH2:71][NH:70][CH2:69][CH2:68]1)([O:62][C:63]([CH3:66])([CH3:65])[CH3:64])=[O:61]. Product: [OH:1][C:2]1[CH:19]=[C:18]2[C:5]([C@@:6]3([CH3:25])[C@H:15]([CH2:16][S:17]2(=[O:21])=[O:20])[C@:14]2([CH3:22])[C@H:9]([C:10]([CH3:24])([CH3:23])[CH2:11][CH2:12][CH2:13]2)[CH2:8][CH2:7]3)=[C:4]([C:26]([N:70]2[CH2:69][CH2:68][N:67]([C:60]([O:62][C:63]([CH3:66])([CH3:65])[CH3:64])=[O:61])[CH2:72][CH2:71]2)=[O:28])[CH:3]=1. The catalyst class is: 118. (8) Reactant: C(O[CH:4]=[C:5]([C:8]#[N:9])[C:6]#[N:7])C.[Br:10][C:11]1[CH:16]=[CH:15][CH:14]=[C:13]([Br:17])[C:12]=1[NH:18][NH2:19]. Product: [NH2:9][C:8]1[N:18]([C:12]2[C:11]([Br:10])=[CH:16][CH:15]=[CH:14][C:13]=2[Br:17])[N:19]=[CH:4][C:5]=1[C:6]#[N:7]. The catalyst class is: 5. (9) Reactant: C([Sn](CCCC)(CCCC)[C:6]1[S:7][CH:8]=[CH:9][CH:10]=1)CCC.Br[C:20]1[N:24]([S:25]([C:28]2[CH:29]=[N:30][CH:31]=[CH:32][CH:33]=2)(=[O:27])=[O:26])[CH:23]=[C:22]([CH2:34][N:35]([CH3:43])[C:36](=[O:42])[O:37][C:38]([CH3:41])([CH3:40])[CH3:39])[CH:21]=1. Product: [CH3:43][N:35]([CH2:34][C:22]1[CH:21]=[C:20]([C:6]2[S:7][CH:8]=[CH:9][CH:10]=2)[N:24]([S:25]([C:28]2[CH:29]=[N:30][CH:31]=[CH:32][CH:33]=2)(=[O:27])=[O:26])[CH:23]=1)[C:36](=[O:42])[O:37][C:38]([CH3:41])([CH3:39])[CH3:40]. The catalyst class is: 109.